Dataset: Full USPTO retrosynthesis dataset with 1.9M reactions from patents (1976-2016). Task: Predict the reactants needed to synthesize the given product. (1) The reactants are: Cl.[NH2:2][C@@H:3]([CH2:9][CH2:10][CH2:11][CH2:12][CH2:13][CH2:14][CH2:15][CH2:16][CH2:17][CH2:18][CH2:19][CH2:20][CH3:21])[CH2:4][C:5]([O:7][CH3:8])=[O:6].C=O.[CH:24]1CC=CC=1. Given the product [CH3:24][NH:2][C@@H:3]([CH2:9][CH2:10][CH2:11][CH2:12][CH2:13][CH2:14][CH2:15][CH2:16][CH2:17][CH2:18][CH2:19][CH2:20][CH3:21])[CH2:4][C:5]([O:7][CH3:8])=[O:6], predict the reactants needed to synthesize it. (2) Given the product [F:1][C:2]([F:13])([F:12])[C:3]1[CH:4]=[C:5]([CH2:9][C:10]([OH:17])=[O:14])[CH:6]=[CH:7][CH:8]=1, predict the reactants needed to synthesize it. The reactants are: [F:1][C:2]([F:13])([F:12])[C:3]1[CH:4]=[C:5]([CH2:9][C:10]#N)[CH:6]=[CH:7][CH:8]=1.[OH-:14].[Na+].Cl.[OH2:17]. (3) Given the product [C:1]([C@@H:4]([C:34]1[CH:39]=[CH:38][CH:37]=[CH:36][CH:35]=1)[N:5]([C@H:14]1[C:22]2[C:17](=[CH:18][CH:19]=[C:20]([O:23][CH2:24][CH2:25][OH:26])[CH:21]=2)[CH2:16][CH2:15]1)[C:6](=[O:13])[C:7]1[CH:8]=[CH:9][CH:10]=[CH:11][CH:12]=1)(=[O:3])[NH2:2], predict the reactants needed to synthesize it. The reactants are: [C:1]([C@@H:4]([C:34]1[CH:39]=[CH:38][CH:37]=[CH:36][CH:35]=1)[N:5]([CH:14]1[C:22]2[C:17](=[CH:18][CH:19]=[C:20]([O:23][CH2:24][CH2:25][O:26]CC3C=CC=CC=3)[CH:21]=2)[CH2:16][CH2:15]1)[C:6](=[O:13])[C:7]1[CH:12]=[CH:11][CH:10]=[CH:9][CH:8]=1)(=[O:3])[NH2:2]. (4) Given the product [OH:11][C:12]1[C:13](=[O:44])[N:14]([C:37]2[N:38]=[N:39][C:40]([CH3:43])=[CH:41][CH:42]=2)[C@H:15]([C:26]2[CH:27]=[CH:28][C:29]([O:32][C:33]([F:35])([F:36])[F:34])=[CH:30][CH:31]=2)[C:16]=1[C:17](=[O:25])[C:18]1[CH:23]=[CH:22][C:21]([CH3:24])=[CH:20][CH:19]=1, predict the reactants needed to synthesize it. The reactants are: COC(=O)[C@H]([O:11][C:12]1[C:13](=[O:44])[N:14]([C:37]2[N:38]=[N:39][C:40]([CH3:43])=[CH:41][CH:42]=2)[C@H:15]([C:26]2[CH:31]=[CH:30][C:29]([O:32][C:33]([F:36])([F:35])[F:34])=[CH:28][CH:27]=2)[C:16]=1[C:17](=[O:25])[C:18]1[CH:23]=[CH:22][C:21]([CH3:24])=[CH:20][CH:19]=1)C1C=CC=CC=1.